Dataset: Forward reaction prediction with 1.9M reactions from USPTO patents (1976-2016). Task: Predict the product of the given reaction. (1) Given the reactants [Br:1][C:2]1[CH:3]=[C:4]([O:9][C:10]2[C:15]([F:16])=[C:14]([CH3:17])[CH:13]=[CH:12][C:11]=2[Cl:18])[CH:5]=[C:6]([Cl:8])[CH:7]=1.C1C(=O)N([Br:26])C(=O)C1, predict the reaction product. The product is: [Br:1][C:2]1[CH:3]=[C:4]([O:9][C:10]2[C:15]([F:16])=[C:14]([CH2:17][Br:26])[CH:13]=[CH:12][C:11]=2[Cl:18])[CH:5]=[C:6]([Cl:8])[CH:7]=1. (2) Given the reactants [CH3:1][N:2]([CH3:12])[CH2:3][CH2:4][N:5]1[C:9]([NH2:10])=[CH:8][C:7]([CH3:11])=[N:6]1.[C:13]1(=O)[CH2:18][CH2:17][CH2:16][CH2:15][CH2:14]1, predict the reaction product. The product is: [C:13]1([C:8]2[C:7]([CH3:11])=[N:6][N:5]([CH2:4][CH2:3][N:2]([CH3:12])[CH3:1])[C:9]=2[NH2:10])[CH2:18][CH2:17][CH2:16][CH2:15][CH:14]=1. (3) The product is: [C:27]([O:22][C:21]([N:12]1[CH:2]([CH3:1])[CH2:3][C:4]2[C:9](=[O:10])[NH:8][CH:7]=[N:6][C:5]=2[CH2:11]1)=[O:23])([CH3:28])([CH3:31])[CH3:25]. Given the reactants [CH3:1][CH:2]1[N:12](C(C2C=CC=CC=2)C)[CH2:11][C:5]2[N:6]=[CH:7][NH:8][C:9](=[O:10])[C:4]=2[CH2:3]1.[CH:21]([O-:23])=[O:22].[NH4+].[CH3:25]O.[CH2:27]1[CH2:31]OC[CH2:28]1, predict the reaction product.